Regression. Given two drug SMILES strings and cell line genomic features, predict the synergy score measuring deviation from expected non-interaction effect. From a dataset of NCI-60 drug combinations with 297,098 pairs across 59 cell lines. (1) Drug 1: CCC1=CC2CC(C3=C(CN(C2)C1)C4=CC=CC=C4N3)(C5=C(C=C6C(=C5)C78CCN9C7C(C=CC9)(C(C(C8N6C)(C(=O)OC)O)OC(=O)C)CC)OC)C(=O)OC.C(C(C(=O)O)O)(C(=O)O)O. Drug 2: CCC1(CC2CC(C3=C(CCN(C2)C1)C4=CC=CC=C4N3)(C5=C(C=C6C(=C5)C78CCN9C7C(C=CC9)(C(C(C8N6C=O)(C(=O)OC)O)OC(=O)C)CC)OC)C(=O)OC)O.OS(=O)(=O)O. Cell line: UACC62. Synergy scores: CSS=51.0, Synergy_ZIP=-3.59, Synergy_Bliss=-2.03, Synergy_Loewe=-1.47, Synergy_HSA=-0.738. (2) Drug 1: CCC1=CC2CC(C3=C(CN(C2)C1)C4=CC=CC=C4N3)(C5=C(C=C6C(=C5)C78CCN9C7C(C=CC9)(C(C(C8N6C)(C(=O)OC)O)OC(=O)C)CC)OC)C(=O)OC.C(C(C(=O)O)O)(C(=O)O)O. Drug 2: N.N.Cl[Pt+2]Cl. Cell line: TK-10. Synergy scores: CSS=8.12, Synergy_ZIP=-7.33, Synergy_Bliss=-1.52, Synergy_Loewe=-20.0, Synergy_HSA=-1.84. (3) Drug 2: C(CN)CNCCSP(=O)(O)O. Cell line: NCI-H226. Synergy scores: CSS=-0.457, Synergy_ZIP=1.97, Synergy_Bliss=1.49, Synergy_Loewe=0.946, Synergy_HSA=-1.40. Drug 1: CC1=C(C=C(C=C1)C(=O)NC2=CC(=CC(=C2)C(F)(F)F)N3C=C(N=C3)C)NC4=NC=CC(=N4)C5=CN=CC=C5. (4) Drug 1: C1CC(C1)(C(=O)O)C(=O)O.[NH2-].[NH2-].[Pt+2]. Drug 2: CN(CCCl)CCCl.Cl. Cell line: BT-549. Synergy scores: CSS=19.7, Synergy_ZIP=-9.03, Synergy_Bliss=-5.47, Synergy_Loewe=-10.7, Synergy_HSA=-1.93.